Dataset: Merck oncology drug combination screen with 23,052 pairs across 39 cell lines. Task: Regression. Given two drug SMILES strings and cell line genomic features, predict the synergy score measuring deviation from expected non-interaction effect. Drug 1: O=c1[nH]cc(F)c(=O)[nH]1. Drug 2: CNC(=O)c1cc(Oc2ccc(NC(=O)Nc3ccc(Cl)c(C(F)(F)F)c3)cc2)ccn1. Cell line: OV90. Synergy scores: synergy=2.42.